This data is from Reaction yield outcomes from USPTO patents with 853,638 reactions. The task is: Predict the reaction yield, written as a fraction of the theoretical maximum amount of product (1.0 means a 100% yield; for example, 0.34 means a 34% yield). (1) The reactants are [H-].[Na+].[O:3]=[C:4]([CH2:12][C:13]1[CH:18]=[CH:17][CH:16]=[CH:15][CH:14]=1)[CH2:5]P(=O)(OC)OC.[CH3:19][O:20][C:21](=[O:37])[CH2:22][O:23][CH2:24]/[CH:25]=[CH:26]\[CH2:27][N:28]1[C:33](=[O:34])[CH2:32][CH2:31][CH2:30][C@@H:29]1[CH:35]=O. The catalyst is C1COCC1. The product is [CH3:19][O:20][C:21](=[O:37])[CH2:22][O:23][CH2:24]/[CH:25]=[CH:26]\[CH2:27][N:28]1[C@@H:29](/[CH:35]=[CH:5]/[C:4](=[O:3])[CH2:12][C:13]2[CH:14]=[CH:15][CH:16]=[CH:17][CH:18]=2)[CH2:30][CH2:31][CH2:32][C:33]1=[O:34]. The yield is 0.420. (2) The reactants are [NH2:1][C:2]1[N:3]=[C:4]([N:19]2[CH2:24][CH2:23][N:22]([C:25](=[O:28])[CH2:26][NH2:27])[CH2:21][CH2:20]2)[C:5]2[N:11]=[C:10]([C:12]3[CH:17]=[CH:16][C:15]([F:18])=[CH:14][CH:13]=3)[CH:9]=[CH:8][C:6]=2[N:7]=1.CCN(C(C)C)C(C)C.[Cl:38][C:39]1[CH:47]=[CH:46][C:42]([C:43](Cl)=[O:44])=[CH:41][CH:40]=1. The catalyst is O1CCOCC1. The product is [NH2:1][C:2]1[N:3]=[C:4]([N:19]2[CH2:20][CH2:21][N:22]([C:25](=[O:28])[CH2:26][NH:27][C:43](=[O:44])[C:42]3[CH:46]=[CH:47][C:39]([Cl:38])=[CH:40][CH:41]=3)[CH2:23][CH2:24]2)[C:5]2[N:11]=[C:10]([C:12]3[CH:17]=[CH:16][C:15]([F:18])=[CH:14][CH:13]=3)[CH:9]=[CH:8][C:6]=2[N:7]=1. The yield is 0.510. (3) The reactants are [Cl:1][C:2]1[C:3]([CH3:42])=[N:4][O:5][C:6]=1[N:7](COCCOC)[S:8]([C:11]1[C:19]2[C:14](=[N:15][CH:16]=[CH:17][CH:18]=2)[S:13][C:12]=1[CH2:20][C:21]1[CH:26]=[C:25]2[O:27][CH2:28][O:29][C:24]2=[CH:23][C:22]=1[CH2:30][CH2:31][O:32]C(=O)C)(=[O:10])=[O:9].Cl. The catalyst is CO. The product is [Cl:1][C:2]1[C:3]([CH3:42])=[N:4][O:5][C:6]=1[NH:7][S:8]([C:11]1[C:19]2[C:14](=[N:15][CH:16]=[CH:17][CH:18]=2)[S:13][C:12]=1[CH2:20][C:21]1[CH:26]=[C:25]2[O:27][CH2:28][O:29][C:24]2=[CH:23][C:22]=1[CH2:30][CH2:31][OH:32])(=[O:9])=[O:10]. The yield is 0.840. (4) The yield is 0.600. No catalyst specified. The reactants are [CH2:1]([O:3][C:4](=[O:11])[CH2:5][C:6]([CH:8]1[CH2:10][CH2:9]1)=[O:7])[CH3:2].[O:12]=[C:13]1[C:21]2[C:16](=[CH:17][CH:18]=[CH:19][CH:20]=2)[C:15](=[O:22])[N:14]1[CH2:23][C:24](Cl)=[O:25]. The product is [CH2:1]([O:3][C:4](=[O:11])[CH:5]([C:6]([CH:8]1[CH2:10][CH2:9]1)=[O:7])[C:24](=[O:25])[CH2:23][N:14]1[C:15](=[O:22])[C:16]2[C:21](=[CH:20][CH:19]=[CH:18][CH:17]=2)[C:13]1=[O:12])[CH3:2]. (5) The reactants are [CH3:1][C:2]([C:5]1[C:6]([OH:17])=[C:7]([C:12]([O:14]CC)=O)[C:8](=[O:11])[NH:9][N:10]=1)([CH3:4])[CH3:3].[CH3:18][C:19]([O-])([CH3:21])[CH3:20].[K+].[ClH:24].[OH2:25]. No catalyst specified. The product is [Cl:24][C:18]1[CH:3]=[CH:2][CH:1]=[CH:20][C:19]=1[CH2:21][N:9]1[C:8](=[O:11])[C:7]([C:12]([NH:10][CH2:5][C:6]([OH:17])=[O:25])=[O:14])=[C:6]([OH:17])[C:5]([C:2]([CH3:1])([CH3:3])[CH3:4])=[N:10]1. The yield is 0.690.